Task: Predict the reaction yield, written as a fraction of the theoretical maximum amount of product (1.0 means a 100% yield; for example, 0.34 means a 34% yield).. Dataset: Reaction yield outcomes from USPTO patents with 853,638 reactions (1) The reactants are [N:1]1([CH2:7][CH2:8][NH2:9])[CH2:6][CH2:5][O:4][CH2:3][CH2:2]1.[Cl:10][C:11]1[CH:12]=[C:13]([NH:18][C:19]2[C:28]3[C:23](=[CH:24][N:25]=[C:26](F)[CH:27]=3)[N:22]=[CH:21][C:20]=2[C:30]#[N:31])[CH:14]=[CH:15][C:16]=1[F:17]. The catalyst is N1C=CC=CC=1. The product is [Cl:10][C:11]1[CH:12]=[C:13]([NH:18][C:19]2[C:28]3[C:23](=[CH:24][N:25]=[C:26]([NH:9][CH2:8][CH2:7][N:1]4[CH2:6][CH2:5][O:4][CH2:3][CH2:2]4)[CH:27]=3)[N:22]=[CH:21][C:20]=2[C:30]#[N:31])[CH:14]=[CH:15][C:16]=1[F:17]. The yield is 0.440. (2) The reactants are [Cl:1][C:2]1[CH:10]=[CH:9][C:5]([CH2:6][C:7]#[N:8])=[CH:4][CH:3]=1.[C:11]([O:15][C:16](=[O:24])[N:17]([CH2:21][CH2:22]Cl)[CH2:18][CH2:19]Cl)([CH3:14])([CH3:13])[CH3:12].[H-].[Na+]. The catalyst is CN(C)C=O. The product is [C:11]([O:15][C:16]([N:17]1[CH2:21][CH2:22][C:6]([C:5]2[CH:9]=[CH:10][C:2]([Cl:1])=[CH:3][CH:4]=2)([C:7]#[N:8])[CH2:19][CH2:18]1)=[O:24])([CH3:14])([CH3:13])[CH3:12]. The yield is 0.540. (3) The reactants are [CH3:1][S:2]([NH:5][CH2:6][CH2:7][NH:8]C(=O)OC(C)(C)C)(=[O:4])=[O:3].[ClH:16].O1CCOCC1.C(OCC)(=O)C. The catalyst is C(OCC)C. The product is [ClH:16].[ClH:16].[NH2:8][CH2:7][CH2:6][NH:5][S:2]([CH3:1])(=[O:4])=[O:3]. The yield is 1.00. (4) The reactants are [N+:1]([C:4]1[CH:5]=[C:6]([CH:10]=[C:11]([C:13]([F:16])([F:15])[F:14])[CH:12]=1)[C:7]([OH:9])=O)([O-])=O.ClCCl.C(Cl)(=O)C(Cl)=O.[CH3:26][N:27]1[CH2:32][CH2:31][NH:30][CH2:29][CH2:28]1. The catalyst is [C].[Pd].CO.CN(C)C=O. The product is [CH3:26][N:27]1[CH2:32][CH2:31][N:30]([C:7]([C:6]2[CH:5]=[C:4]([CH:12]=[C:11]([C:13]([F:16])([F:15])[F:14])[CH:10]=2)[NH2:1])=[O:9])[CH2:29][CH2:28]1. The yield is 0.750. (5) The reactants are [CH2:1]1[O:7][P:5]([OH:8])(=[O:6])[CH2:4][O:3][C@H:2]1[CH2:9][N:10]1[C:15](=[O:16])[N:14]=[C:13]([NH2:17])[CH:12]=[CH:11]1.C1(NC(N2CCOCC2)=NC2CCCCC2)CCCCC1.Br[CH2:40][CH2:41][CH2:42][O:43][CH2:44][CH2:45][CH2:46][CH2:47][CH2:48][CH2:49][CH2:50][CH2:51][CH2:52][CH2:53][CH2:54][CH2:55][CH2:56][CH2:57][CH2:58][CH3:59]. No catalyst specified. The product is [CH3:59][CH2:58][CH2:57][CH2:56][CH2:55][CH2:54][CH2:53][CH2:52][CH2:51][CH2:50][CH2:49][CH2:48][CH2:47][CH2:46][CH2:45][CH2:44][O:43][CH2:42][CH2:41][CH2:40][O:6][P:5]1([O:7][CH2:1][C@H:2]([CH2:9][N:10]2[C:15](=[O:16])[N:14]=[C:13]([NH2:17])[CH:12]=[CH:11]2)[O:3][CH2:4]1)=[O:8]. The yield is 0.250. (6) The reactants are N1([NH:7][C:8]([C:10]2[CH:40]=[CH:39][C:13]3[N:14]([CH:33]4[CH2:38][CH2:37][CH2:36][CH2:35][CH2:34]4)[C:15]([C:17]4[CH:18]=[C:19]5[C:24](=[CH:25][CH:26]=4)[N:23]=[C:22]([C:27]4[CH:32]=[CH:31][CH:30]=[CH:29][CH:28]=4)[CH:21]=[N:20]5)=[N:16][C:12]=3[CH:11]=2)=[O:9])CCOCC1.N[C:42]1[CH:51]=[C:50]2[C:45]([C:46]([CH3:53])=[CH:47][C:48](=[O:52])[O:49]2)=[CH:44][CH:43]=1. No catalyst specified. The product is [CH3:53][C:46]1[C:45]2[C:50](=[CH:51][C:42]([NH:7][C:8]([C:10]3[CH:40]=[CH:39][C:13]4[N:14]([CH:33]5[CH2:34][CH2:35][CH2:36][CH2:37][CH2:38]5)[C:15]([C:17]5[CH:18]=[C:19]6[C:24](=[CH:25][CH:26]=5)[N:23]=[C:22]([C:27]5[CH:28]=[CH:29][CH:30]=[CH:31][CH:32]=5)[CH:21]=[N:20]6)=[N:16][C:12]=4[CH:11]=3)=[O:9])=[CH:43][CH:44]=2)[O:49][C:48](=[O:52])[CH:47]=1. The yield is 0.270.